From a dataset of Full USPTO retrosynthesis dataset with 1.9M reactions from patents (1976-2016). Predict the reactants needed to synthesize the given product. Given the product [Cl:1][C:2]1[CH:10]=[C:9]2[C:5]([C:6]([C:11]([N:13]3[CH2:18][CH2:17][C:16]4([C:22]5[CH:23]=[CH:24][C:25]([F:27])=[CH:26][C:21]=5[C:20](=[O:28])[O:19]4)[CH2:15][CH2:14]3)=[O:12])=[CH:7][N:8]2[CH2:30][C:31]([N:33]2[CH2:38][CH2:37][N:36]([CH3:39])[CH2:35][CH2:34]2)=[O:32])=[CH:4][CH:3]=1, predict the reactants needed to synthesize it. The reactants are: [Cl:1][C:2]1[CH:10]=[C:9]2[C:5]([C:6]([C:11]([N:13]3[CH2:18][CH2:17][C:16]4([C:22]5[CH:23]=[CH:24][C:25]([F:27])=[CH:26][C:21]=5[C:20](=[O:28])[O:19]4)[CH2:15][CH2:14]3)=[O:12])=[CH:7][NH:8]2)=[CH:4][CH:3]=1.Cl[CH2:30][C:31]([N:33]1[CH2:38][CH2:37][N:36]([CH3:39])[CH2:35][CH2:34]1)=[O:32].